Dataset: HIV replication inhibition screening data with 41,000+ compounds from the AIDS Antiviral Screen. Task: Binary Classification. Given a drug SMILES string, predict its activity (active/inactive) in a high-throughput screening assay against a specified biological target. (1) The compound is Cc1nn(C(=O)c2ccc(Cl)cc2)c2c1C(c1ccco1)SC(=N)N2. The result is 1 (active). (2) The molecule is CCN(CC)c1cc2c3c(c1)CCCN3CCC2.Cl. The result is 0 (inactive).